Dataset: Full USPTO retrosynthesis dataset with 1.9M reactions from patents (1976-2016). Task: Predict the reactants needed to synthesize the given product. (1) Given the product [C:1]([O:5][C:6](=[O:7])[N:8]([CH2:9][CH2:10][NH:11][C:12]1[N:17]2[N:18]=[C:19]([CH3:34])[C:20]([C:21]3[C:22]([Cl:33])=[CH:23][C:24]([C:54]#[C:53][Si:50]([CH3:52])([CH3:51])[CH3:49])=[CH:25][C:26]=3[Cl:27])=[C:16]2[N:15]=[C:14]([CH3:35])[CH:13]=1)[CH:36]1[CH2:37][CH2:38][O:39][CH2:40][CH2:41]1)([CH3:4])([CH3:2])[CH3:3], predict the reactants needed to synthesize it. The reactants are: [C:1]([O:5][C:6]([N:8]([CH:36]1[CH2:41][CH2:40][O:39][CH2:38][CH2:37]1)[CH2:9][CH2:10][NH:11][C:12]1[N:17]2[N:18]=[C:19]([CH3:34])[C:20]([C:21]3[C:26]([Cl:27])=[CH:25][C:24](OS(C)(=O)=O)=[CH:23][C:22]=3[Cl:33])=[C:16]2[N:15]=[C:14]([CH3:35])[CH:13]=1)=[O:7])([CH3:4])([CH3:3])[CH3:2].C(N(CC)CC)C.[CH3:49][Si:50]([C:53]#[CH:54])([CH3:52])[CH3:51]. (2) Given the product [F:46][C:47]1[CH:52]=[CH:51][CH:50]=[CH:49][C:48]=1[CH:53]1[CH2:57][CH2:56][N:55]([C:39]([C:37]2[N:38]=[C:33]3[C:32]([C:42]([F:43])([F:45])[F:44])=[CH:31][C:30]([C:27]4[CH:28]=[CH:29][O:25][CH:26]=4)=[CH:35][N:34]3[CH:36]=2)=[O:41])[CH2:54]1, predict the reactants needed to synthesize it. The reactants are: CN(C(ON1N=NC2C=CC=NC1=2)=[N+](C)C)C.F[P-](F)(F)(F)(F)F.[O:25]1[CH:29]=[CH:28][C:27]([C:30]2[CH:31]=[C:32]([C:42]([F:45])([F:44])[F:43])[C:33]3[N:34]([CH:36]=[C:37]([C:39]([OH:41])=O)[N:38]=3)[CH:35]=2)=[CH:26]1.[F:46][C:47]1[CH:52]=[CH:51][CH:50]=[CH:49][C:48]=1[CH:53]1[CH2:57][CH2:56][NH:55][CH2:54]1.